This data is from Catalyst prediction with 721,799 reactions and 888 catalyst types from USPTO. The task is: Predict which catalyst facilitates the given reaction. (1) Reactant: [CH:1]([C:3]1[CH:4]=[C:5]([CH:9]=[CH:10][CH:11]=1)[C:6]([OH:8])=[O:7])=[O:2].C1(C)C=CC(S([CH2:21][N+:22]#[C-:23])(=O)=O)=CC=1.C(=O)([O-])[O-].[K+].[K+]. Product: [O:2]1[C:1]([C:3]2[CH:4]=[C:5]([CH:9]=[CH:10][CH:11]=2)[C:6]([OH:8])=[O:7])=[CH:23][N:22]=[CH:21]1. The catalyst class is: 5. (2) Reactant: [CH3:1][O:2][C:3]1[CH:8]=[CH:7][N:6]=[CH:5][CH:4]=1.[Li+].CC([N-]C(C)C)C.CCCCCCC.C1COCC1.C(C1C=CC=CC=1)C.[CH:37]([Si:40](Cl)([CH:44]([CH3:46])[CH3:45])[CH:41]([CH3:43])[CH3:42])([CH3:39])[CH3:38]. Product: [CH3:1][O:2][C:3]1[CH:8]=[CH:7][N:6]=[CH:5][C:4]=1[Si:40]([CH:44]([CH3:46])[CH3:45])([CH:41]([CH3:43])[CH3:42])[CH:37]([CH3:39])[CH3:38]. The catalyst class is: 20.